Binary Classification. Given a drug SMILES string, predict its activity (active/inactive) in a high-throughput screening assay against a specified biological target. From a dataset of Serine/threonine kinase 33 screen with 319,792 compounds. (1) The molecule is O=C1C(/C(=O)c2c1cccc2)=c1\cc[nH]cc1. The result is 1 (active). (2) The molecule is o1c(C(=O)Nc2cc(c(O)cc2)C(O)=O)ccc1C. The result is 0 (inactive). (3) The drug is O=c1c(c(n(c2c1cccc2)C)NC(=O)c1occc1)c1c(OC)cccc1. The result is 0 (inactive). (4) The compound is S=C(NCc1ccc(CNC(=S)NCC=C)cc1)NCC=C. The result is 0 (inactive). (5) The drug is Clc1c(cc(N(S(=O)(=O)C)CC(=O)N2CCC(CC2)C)cc1)C(F)(F)F. The result is 0 (inactive). (6) The drug is S1\C(=C/c2cc(OC)c(OCC)cc2)C(=O)N(Nc2ccccc2)C1=S. The result is 0 (inactive). (7) The molecule is s1nc2cc(NC(=O)Nc3cc(OC)ccc3)ccc2n1. The result is 0 (inactive).